This data is from Full USPTO retrosynthesis dataset with 1.9M reactions from patents (1976-2016). The task is: Predict the reactants needed to synthesize the given product. (1) Given the product [CH3:1][N:2]1[CH2:7][CH2:6][N:5]([C:8]2[CH:13]=[CH:12][C:11]([CH2:14][NH:15][C:21](=[O:22])[O:20][C:17]([CH3:19])([CH3:18])[CH3:16])=[CH:10][CH:9]=2)[CH2:4][CH2:3]1, predict the reactants needed to synthesize it. The reactants are: [CH3:1][N:2]1[CH2:7][CH2:6][N:5]([C:8]2[CH:13]=[CH:12][C:11]([CH2:14][NH2:15])=[CH:10][CH:9]=2)[CH2:4][CH2:3]1.[CH3:16][C:17]([O:20][C:21](O[C:21]([O:20][C:17]([CH3:19])([CH3:18])[CH3:16])=[O:22])=[O:22])([CH3:19])[CH3:18].[OH-].[Na+].O.CCOC(C)=O. (2) The reactants are: [Cl:1][C:2]1[N:3]=[C:4]([NH:11][C:12]2[CH:13]=[C:14]([CH:18]=[CH:19][CH:20]=2)[C:15]([OH:17])=O)[C:5]2[S:10][CH2:9][CH2:8][C:6]=2[N:7]=1.CN(C(ON1N=[N:36][C:31]2C=[CH:33][CH:34]=[N:35][C:30]1=2)=[N+](C)C)C.F[P-](F)(F)(F)(F)F.[CH:45](N(C(C)C)CC)(C)C.ClC1N=C(CCCN)C2S(=O)(=O)CCC=2N=1. Given the product [CH3:45][N:35]1[CH2:30][CH2:31][N:36]([C:15]([C:14]2[CH:18]=[CH:19][CH:20]=[C:12]([NH:11][C:4]3[C:5]4[S:10][CH2:9][CH2:8][C:6]=4[N:7]=[C:2]([Cl:1])[N:3]=3)[CH:13]=2)=[O:17])[CH2:33][CH2:34]1, predict the reactants needed to synthesize it.